Dataset: Full USPTO retrosynthesis dataset with 1.9M reactions from patents (1976-2016). Task: Predict the reactants needed to synthesize the given product. Given the product [NH2:17][C@H:18]1[CH2:22][C@@H:21]([N:23]2[CH:31]=[N:30][C:29]3[C:24]2=[N:25][C:26]([N:47]2[CH2:51][CH2:50][C@@H:49]([NH:52][C:53]([NH:55][C:56]4[CH:57]=[N:58][CH:59]=[CH:60][CH:61]=4)=[O:54])[CH2:48]2)=[N:27][C:28]=3[NH:32][CH2:33][CH:34]([C:35]2[CH:36]=[CH:37][CH:38]=[CH:39][CH:40]=2)[C:41]2[CH:46]=[CH:45][CH:44]=[CH:43][CH:42]=2)[C@H:20]([OH:62])[C@@H:19]1[OH:63], predict the reactants needed to synthesize it. The reactants are: FC(F)(F)C(O)=O.C(OC(=O)[NH:17][C@H:18]1[CH2:22][C@@H:21]([N:23]2[CH:31]=[N:30][C:29]3[C:24]2=[N:25][C:26]([N:47]2[CH2:51][CH2:50][C@@H:49]([NH:52][C:53]([NH:55][C:56]4[CH:57]=[N:58][CH:59]=[CH:60][CH:61]=4)=[O:54])[CH2:48]2)=[N:27][C:28]=3[NH:32][CH2:33][CH:34]([C:41]2[CH:46]=[CH:45][CH:44]=[CH:43][CH:42]=2)[C:35]2[CH:40]=[CH:39][CH:38]=[CH:37][CH:36]=2)[C@H:20]([OH:62])[C@@H:19]1[OH:63])C1C=CC=CC=1.